Dataset: Forward reaction prediction with 1.9M reactions from USPTO patents (1976-2016). Task: Predict the product of the given reaction. (1) The product is: [F:1][C:2]1[CH:7]=[CH:6][C:5]([CH2:8][C:9]2[CH:18]=[C:17]3[C:12]([C:13]([OH:34])=[C:14]([C:29]([NH:35][CH2:36][CH:37]([OH:39])[CH3:38])=[O:30])[C:15](=[O:28])[N:16]3[CH2:19][C:20](=[O:27])[N:21]3[CH2:22][CH2:23][CH2:24][CH2:25][CH2:26]3)=[N:11][CH:10]=2)=[CH:4][CH:3]=1. Given the reactants [F:1][C:2]1[CH:7]=[CH:6][C:5]([CH2:8][C:9]2[CH:18]=[C:17]3[C:12]([C:13]([OH:34])=[C:14]([C:29](OCC)=[O:30])[C:15](=[O:28])[N:16]3[CH2:19][C:20](=[O:27])[N:21]3[CH2:26][CH2:25][CH2:24][CH2:23][CH2:22]3)=[N:11][CH:10]=2)=[CH:4][CH:3]=1.[NH2:35][CH2:36][CH:37]([OH:39])[CH3:38], predict the reaction product. (2) Given the reactants C([O:3][C:4]([C:6]1[NH:7][C:8]2[C:13]([CH:14]=1)=[CH:12][CH:11]=[CH:10][CH:9]=2)=[O:5])C.Br[CH2:16][C:17]1[C:18]2[CH:25]=[C:24]([F:26])[CH:23]=[CH:22][C:19]=2[S:20][CH:21]=1, predict the reaction product. The product is: [F:26][C:24]1[CH:23]=[CH:22][C:19]2[S:20][CH:21]=[C:17]([CH2:16][N:7]3[C:8]4[C:13](=[CH:12][CH:11]=[CH:10][CH:9]=4)[CH:14]=[C:6]3[C:4]([OH:3])=[O:5])[C:18]=2[CH:25]=1. (3) Given the reactants [F:1][C:2]1[CH:7]=[CH:6][CH:5]=[CH:4][C:3]=1[C:8]1[N:13]=[C:12]([NH2:14])[C:11]([N+:15]([O-:17])=[O:16])=[CH:10][CH:9]=1.[Br:18]N1C(=O)CCC1=O.O, predict the reaction product. The product is: [Br:18][C:9]1[CH:10]=[C:11]([N+:15]([O-:17])=[O:16])[C:12]([NH2:14])=[N:13][C:8]=1[C:3]1[CH:4]=[CH:5][CH:6]=[CH:7][C:2]=1[F:1]. (4) Given the reactants [CH:1]1([NH:6][C:7]2[CH:12]=[CH:11][C:10]([C:13]([OH:26])([C:18]#[C:19][C:20]3[CH:25]=[CH:24][CH:23]=[CH:22][CH:21]=3)[C:14]([F:17])([F:16])[F:15])=[CH:9][CH:8]=2)[CH2:5][CH2:4][CH2:3][CH2:2]1.[Cl:27][C:28]1[CH:33]=[CH:32][C:31]([Cl:34])=[CH:30][C:29]=1[S:35](Cl)(=[O:37])=[O:36], predict the reaction product. The product is: [Cl:27][C:28]1[CH:33]=[CH:32][C:31]([Cl:34])=[CH:30][C:29]=1[S:35]([N:6]([CH:1]1[CH2:2][CH2:3][CH2:4][CH2:5]1)[C:7]1[CH:12]=[CH:11][C:10]([C:13]([OH:26])([C:14]([F:16])([F:17])[F:15])[C:18]#[C:19][C:20]2[CH:21]=[CH:22][CH:23]=[CH:24][CH:25]=2)=[CH:9][CH:8]=1)(=[O:37])=[O:36]. (5) The product is: [C:1]([C:5]1[CH:10]=[CH:9][C:8]([C:11]2[CH:12]=[CH:13][CH:14]=[C:15]3[C:19]=2[CH2:18][C:17]([CH2:21][CH:22]2[CH2:23][CH2:24][CH2:25][CH2:26][CH2:27]2)=[CH:16]3)=[CH:7][CH:6]=1)([CH3:4])([CH3:2])[CH3:3]. Given the reactants [C:1]([C:5]1[CH:10]=[CH:9][C:8]([C:11]2[CH:12]=[CH:13][CH:14]=[C:15]3[C:19]=2[C:18](=O)[CH:17]([CH2:21][CH:22]2[CH2:27][CH2:26][CH2:25][CH2:24][CH2:23]2)[CH2:16]3)=[CH:7][CH:6]=1)([CH3:4])([CH3:3])[CH3:2].[BH4-].[Na+].CO.S(=O)(=O)(O)O, predict the reaction product. (6) Given the reactants [CH2:1]([OH:4])[CH:2]=[CH2:3].[H-].[Na+].[CH3:7][O:8][CH2:9][O:10][C:11]1[CH:12]=[N:13][CH:14]=[CH:15][C:16]=1Cl, predict the reaction product. The product is: [CH3:7][O:8][CH2:9][O:10][C:11]1[CH:12]=[N:13][CH:14]=[CH:15][C:16]=1[O:4][CH2:1][CH:2]=[CH2:3].